This data is from Forward reaction prediction with 1.9M reactions from USPTO patents (1976-2016). The task is: Predict the product of the given reaction. (1) The product is: [CH3:14][N:6]1[CH2:7][CH2:8][O:3][C:4]2[CH:12]=[CH:11][CH:10]=[CH:9][C:5]1=2. Given the reactants [H-].[Na+].[O:3]1[CH2:8][CH2:7][NH:6][C:5]2[CH:9]=[CH:10][CH:11]=[CH:12][C:4]1=2.I[CH3:14], predict the reaction product. (2) Given the reactants [F:1][C:2]1[CH:3]=[N:4][C:5]2[C:10]([C:11]=1[CH2:12][CH2:13][N:14]1[CH2:19][CH2:18][CH:17]([NH:20]C(=O)OC(C)(C)C)[CH2:16][CH2:15]1)=[CH:9][C:8]([O:28][CH3:29])=[CH:7][C:6]=2[F:30].FC(F)(F)C(O)=O, predict the reaction product. The product is: [F:1][C:2]1[CH:3]=[N:4][C:5]2[C:10]([C:11]=1[CH2:12][CH2:13][N:14]1[CH2:15][CH2:16][CH:17]([NH2:20])[CH2:18][CH2:19]1)=[CH:9][C:8]([O:28][CH3:29])=[CH:7][C:6]=2[F:30]. (3) Given the reactants [OH:1][CH2:2][C@H:3]1[CH2:8][CH2:7][CH2:6][C@@H:5]([CH2:9][O:10][C:11]([CH3:20])([CH3:19])[C:12]([O:14][C:15]([CH3:18])([CH3:17])[CH3:16])=[O:13])[CH2:4]1.[H-].[Na+].[CH2:23]([C:25]1[O:29][C:28]([C:30]2[CH:35]=[CH:34][C:33]([C:36]([F:39])([F:38])[F:37])=[CH:32][CH:31]=2)=[N:27][C:26]=1[CH2:40]I)[CH3:24].O, predict the reaction product. The product is: [CH2:23]([C:25]1[O:29][C:28]([C:30]2[CH:31]=[CH:32][C:33]([C:36]([F:38])([F:39])[F:37])=[CH:34][CH:35]=2)=[N:27][C:26]=1[CH2:40][O:1][CH2:2][C@@H:3]1[CH2:8][CH2:7][CH2:6][C@H:5]([CH2:9][O:10][C:11]([CH3:20])([CH3:19])[C:12]([O:14][C:15]([CH3:18])([CH3:17])[CH3:16])=[O:13])[CH2:4]1)[CH3:24]. (4) Given the reactants [CH2:1]([O:3][C:4]1[CH:9]=[CH:8][C:7]([N+:10]([O-])=O)=[CH:6][C:5]=1[O:13][CH3:14])[CH3:2].CCO, predict the reaction product. The product is: [CH2:1]([O:3][C:4]1[CH:9]=[CH:8][C:7]([NH2:10])=[CH:6][C:5]=1[O:13][CH3:14])[CH3:2]. (5) Given the reactants [CH3:1][C:2]([CH2:104][CH2:105][CH2:106][NH:107][C:108]([O:110][C:111]([CH3:114])([CH3:113])[CH3:112])=[O:109])([NH:96][C:97]([O:99][C:100]([CH3:103])([CH3:102])[CH3:101])=[O:98])[CH2:3][CH2:4][CH2:5][N:6]([C:89]([O:91][C:92]([CH3:95])([CH3:94])[CH3:93])=[O:90])[CH2:7][CH:8]([C:56]([CH2:78][CH2:79][CH2:80][NH:81][C:82]([O:84][C:85]([CH3:88])([CH3:87])[CH3:86])=[O:83])([CH2:66][CH2:67][CH2:68][CH2:69][NH:70][C:71]([O:73][C:74]([CH3:77])([CH3:76])[CH3:75])=[O:72])[N:57]([CH3:65])[C:58]([O:60][C:61]([CH3:64])([CH3:63])[CH3:62])=[O:59])[CH2:9][CH2:10][CH2:11][CH2:12][CH2:13][CH2:14][NH:15][C:16](=[O:55])[CH2:17][CH2:18][CH2:19][CH2:20][CH2:21][CH2:22][CH2:23][CH2:24][CH2:25][CH2:26][CH:27]=[CH:28][CH2:29][CH2:30][CH2:31][CH2:32][CH2:33][CH2:34][CH2:35][CH2:36][CH2:37][CH2:38][CH:39]=[CH:40][CH2:41][CH2:42][CH2:43][CH2:44][CH2:45][CH2:46][CH2:47][CH2:48][CH2:49][CH2:50][CH2:51][N:52]=[N+]=[N-].[H][H], predict the reaction product. The product is: [CH3:1][C:2]([CH2:104][CH2:105][CH2:106][NH:107][C:108]([O:110][C:111]([CH3:114])([CH3:113])[CH3:112])=[O:109])([NH:96][C:97]([O:99][C:100]([CH3:103])([CH3:102])[CH3:101])=[O:98])[CH2:3][CH2:4][CH2:5][N:6]([C:89]([O:91][C:92]([CH3:93])([CH3:94])[CH3:95])=[O:90])[CH2:7][CH:8]([C:56]([CH2:78][CH2:79][CH2:80][NH:81][C:82]([O:84][C:85]([CH3:86])([CH3:87])[CH3:88])=[O:83])([CH2:66][CH2:67][CH2:68][CH2:69][NH:70][C:71]([O:73][C:74]([CH3:75])([CH3:76])[CH3:77])=[O:72])[N:57]([CH3:65])[C:58]([O:60][C:61]([CH3:62])([CH3:63])[CH3:64])=[O:59])[CH2:9][CH2:10][CH2:11][CH2:12][CH2:13][CH2:14][NH:15][C:16](=[O:55])[CH2:17][CH2:18][CH2:19][CH2:20][CH2:21][CH2:22][CH2:23][CH2:24][CH2:25][CH2:26][CH2:27][CH2:28][CH2:29][CH2:30][CH2:31][CH2:32][CH2:33][CH2:34][CH2:35][CH2:36][CH2:37][CH2:38][CH2:39][CH2:40][CH2:41][CH2:42][CH2:43][CH2:44][CH2:45][CH2:46][CH2:47][CH2:48][CH2:49][CH2:50][CH2:51][NH2:52]. (6) The product is: [Br:61][CH2:55][CH2:54][CH2:53][CH2:52][CH2:51][C@H:49]1[CH2:50][C@@:30]2([CH2:31][O:32][SiH:33]([CH3:35])[CH3:34])[C@@H:36]([CH2:37][CH2:38][C@@H:29]2[C:25]([CH3:26])([CH3:28])[CH3:27])[C@@:39]2([CH:59]=[CH2:60])[C@H:48]1[C:47]1[CH:46]=[CH:45][C:44]([O:57][CH3:58])=[CH:43][C:42]=1[CH2:41][CH2:40]2. Given the reactants C1(P(C2C=CC=CC=2)C2C=CC=CC=2)C=CC=CC=1.N1C=CN=C1.[C:25]([C@H:29]1[CH2:38][CH2:37][C@H:36]2[C@@:39]3([CH:59]=[CH2:60])[C@H:48]([C@@H:49]([CH2:51][CH2:52][CH2:53][CH2:54][CH2:55]O)[CH2:50][C@:30]12[CH2:31][O:32][SiH:33]([CH3:35])[CH3:34])[C:47]1[CH:46]=[CH:45][C:44]([O:57][CH3:58])=[CH:43][C:42]=1[CH2:41][CH2:40]3)([CH3:28])([CH3:27])[CH3:26].[Br:61]C(Br)(Br)Br, predict the reaction product.